Dataset: Catalyst prediction with 721,799 reactions and 888 catalyst types from USPTO. Task: Predict which catalyst facilitates the given reaction. Reactant: [C:1]([O:5][C:6](=[O:23])[NH:7][C:8]1[CH:13]=[C:12]([N:14]2[CH2:18][CH2:17][CH2:16][CH2:15]2)[C:11]([F:19])=[CH:10][C:9]=1[N+:20]([O-])=O)([CH3:4])([CH3:3])[CH3:2]. Product: [C:1]([O:5][C:6](=[O:23])[NH:7][C:8]1[CH:13]=[C:12]([N:14]2[CH2:18][CH2:17][CH2:16][CH2:15]2)[C:11]([F:19])=[CH:10][C:9]=1[NH2:20])([CH3:4])([CH3:2])[CH3:3]. The catalyst class is: 45.